This data is from Forward reaction prediction with 1.9M reactions from USPTO patents (1976-2016). The task is: Predict the product of the given reaction. (1) Given the reactants Br[C:2]1[NH:22][C:5]2=[N:6][CH:7]=[C:8]([CH2:10][CH2:11][C:12]3[CH:17]=[C:16]([O:18][CH3:19])[CH:15]=[C:14]([O:20][CH3:21])[CH:13]=3)[N:9]=[C:4]2[CH:3]=1.CC1(C)C(C)(C)OB([C:31]2[CH:32]=[C:33]([N:37]3[CH2:42][CH2:41][NH:40][CH2:39][CH2:38]3)[CH:34]=[CH:35][CH:36]=2)O1, predict the reaction product. The product is: [CH3:21][O:20][C:14]1[CH:13]=[C:12]([CH:17]=[C:16]([O:18][CH3:19])[CH:15]=1)[CH2:11][CH2:10][C:8]1[N:9]=[C:4]2[CH:3]=[C:2]([C:31]3[CH:36]=[CH:35][CH:34]=[C:33]([N:37]4[CH2:38][CH2:39][NH:40][CH2:41][CH2:42]4)[CH:32]=3)[NH:22][C:5]2=[N:6][CH:7]=1. (2) Given the reactants N#N.C(OC(=O)[NH:9][C@@H:10]([C:20]1[NH:24][C:23]2[CH:25]=[CH:26][C:27]([F:29])=[CH:28][C:22]=2[N:21]=1)[CH2:11][C:12]1[CH:17]=[CH:16][C:15]([O:18][CH3:19])=[CH:14][CH:13]=1)(C)(C)C.[ClH:31], predict the reaction product. The product is: [ClH:31].[ClH:31].[F:29][C:27]1[CH:26]=[CH:25][C:23]2[NH:24][C:20]([C@H:10]([NH2:9])[CH2:11][C:12]3[CH:13]=[CH:14][C:15]([O:18][CH3:19])=[CH:16][CH:17]=3)=[N:21][C:22]=2[CH:28]=1. (3) Given the reactants [C:1]([O:5][C:6]([N:8]1[CH2:13][CH2:12][N:11]([C:14]2[CH:19]=[CH:18][CH:17]=[C:16]([NH:20][CH2:21][C:22]3[CH:27]=[CH:26][C:25]([F:28])=[CH:24][CH:23]=3)[C:15]=2[CH2:29][NH2:30])[CH2:10][CH2:9]1)=[O:7])([CH3:4])([CH3:3])[CH3:2].CCN(CC)CC.Cl[C:39](Cl)([O:41]C(=O)OC(Cl)(Cl)Cl)Cl, predict the reaction product. The product is: [C:1]([O:5][C:6]([N:8]1[CH2:13][CH2:12][N:11]([C:14]2[CH:19]=[CH:18][CH:17]=[C:16]3[C:15]=2[CH2:29][NH:30][C:39](=[O:41])[N:20]3[CH2:21][C:22]2[CH:27]=[CH:26][C:25]([F:28])=[CH:24][CH:23]=2)[CH2:10][CH2:9]1)=[O:7])([CH3:4])([CH3:2])[CH3:3]. (4) Given the reactants [O:1]=[C:2]1[NH:6][C@@H:5]([C:7]([O:9][CH2:10][CH3:11])=[O:8])[CH2:4][CH2:3]1.[CH3:12][C:13]([O:16][C:17](O[C:17]([O:16][C:13]([CH3:15])([CH3:14])[CH3:12])=[O:18])=[O:18])([CH3:15])[CH3:14].C([O-])(O)=O.[Na+], predict the reaction product. The product is: [O:1]=[C:2]1[N:6]([C:17]([O:16][C:13]([CH3:15])([CH3:14])[CH3:12])=[O:18])[C@@H:5]([C:7]([O:9][CH2:10][CH3:11])=[O:8])[CH2:4][CH2:3]1. (5) Given the reactants Br[C:2]1[CH:8]=[C:7]([F:9])[C:5]([NH2:6])=[C:4]([F:10])[CH:3]=1.[F:11][C:12]1[C:17]([O:18][CH3:19])=[CH:16][C:15](B(O)O)=[CH:14][CH:13]=1, predict the reaction product. The product is: [F:10][C:4]1[CH:3]=[C:2]([C:15]2[CH:14]=[CH:13][C:12]([F:11])=[C:17]([O:18][CH3:19])[CH:16]=2)[CH:8]=[C:7]([F:9])[C:5]=1[NH2:6]. (6) Given the reactants Cl[C:2]1[C:7]([C:8]([NH:10][CH:11]2[CH2:16][CH2:15][CH2:14][CH2:13][CH2:12]2)=[O:9])=[CH:6][CH:5]=[CH:4][N:3]=1.[CH:11]1([NH:10][C:8]([C:7]2[C:2](SCCC3C=CC=CN=3)=[N:3][CH:4]=[CH:5][CH:6]=2)=[O:9])[CH2:12][CH2:13][CH2:14][CH2:15][CH2:16]1.[O:41]1[CH:45]=[CH:44][CH:43]=[C:42]1[CH2:46][SH:47].C(=O)([O-])[O-].[Cs+].[Cs+].C(#N)CCC, predict the reaction product. The product is: [CH:11]1([NH:10][C:8]([C:7]2[C:2]([S:47][CH2:46][C:42]3[O:41][CH:45]=[CH:44][CH:43]=3)=[N:3][CH:4]=[CH:5][CH:6]=2)=[O:9])[CH2:16][CH2:15][CH2:14][CH2:13][CH2:12]1. (7) Given the reactants [CH3:1][CH:2]1[CH2:6][CH2:5][CH2:4][C:3]1=[O:7].ClC1C=CC(N([S:16]([C:19]([F:22])([F:21])[F:20])(=[O:18])=[O:17])[S:16]([C:19]([F:22])([F:21])[F:20])(=[O:18])=[O:17])=NC=1.C[Si]([N-][Si](C)(C)C)(C)C.[K+].O, predict the reaction product. The product is: [F:20][C:19]([F:22])([F:21])[S:16]([O:7][C:3]1[CH:2]([CH3:1])[CH2:6][CH2:5][CH:4]=1)(=[O:18])=[O:17].